Dataset: Peptide-MHC class I binding affinity with 185,985 pairs from IEDB/IMGT. Task: Regression. Given a peptide amino acid sequence and an MHC pseudo amino acid sequence, predict their binding affinity value. This is MHC class I binding data. (1) The peptide sequence is FYFNWNTPI. The MHC is HLA-B15:42 with pseudo-sequence HLA-B15:42. The binding affinity (normalized) is 0.213. (2) The MHC is HLA-B46:01 with pseudo-sequence HLA-B46:01. The peptide sequence is KLVGIELPK. The binding affinity (normalized) is 0.0847. (3) The peptide sequence is FLRGRAYGI. The MHC is HLA-B27:05 with pseudo-sequence HLA-B27:05. The binding affinity (normalized) is 0.254. (4) The peptide sequence is ILNRETLLDFV. The MHC is HLA-C06:02 with pseudo-sequence HLA-C06:02. The binding affinity (normalized) is 0.0847. (5) The peptide sequence is AQPQNGQFI. The MHC is H-2-Db with pseudo-sequence H-2-Db. The binding affinity (normalized) is 0.806. (6) The binding affinity (normalized) is 0. The peptide sequence is LVSSLWSMI. The MHC is HLA-A01:01 with pseudo-sequence HLA-A01:01.